From a dataset of Peptide-MHC class II binding affinity with 134,281 pairs from IEDB. Regression. Given a peptide amino acid sequence and an MHC pseudo amino acid sequence, predict their binding affinity value. This is MHC class II binding data. (1) The peptide sequence is NKIKQKTKQIGNRPG. The MHC is HLA-DQA10501-DQB10302 with pseudo-sequence HLA-DQA10501-DQB10302. The binding affinity (normalized) is 0. (2) The peptide sequence is YMPDVLEKLELLQRR. The MHC is DRB1_1101 with pseudo-sequence DRB1_1101. The binding affinity (normalized) is 0.617.